This data is from Reaction yield outcomes from USPTO patents with 853,638 reactions. The task is: Predict the reaction yield, written as a fraction of the theoretical maximum amount of product (1.0 means a 100% yield; for example, 0.34 means a 34% yield). (1) The reactants are [Cl-].[Al+3].[Cl-].[Cl-].C[O:6][C:7]1[CH:15]=[C:14]2[C:10]([CH2:11][CH2:12][C:13]2=[O:16])=[CH:9][CH:8]=1. The catalyst is C1(C)C=CC=CC=1. The product is [OH:6][C:7]1[CH:15]=[C:14]2[C:10]([CH2:11][CH2:12][C:13]2=[O:16])=[CH:9][CH:8]=1. The yield is 0.660. (2) The reactants are NC(N)=N.[CH:5](=[O:12])[C:6]1[CH:11]=[CH:10][CH:9]=[CH:8][CH:7]=1.C(N)CC1C=CC=CC=1.[N+:22]([CH3:25])([O-:24])=[O:23]. No catalyst specified. The product is [N+:22]([CH2:25][CH:5]([C:6]1[CH:11]=[CH:10][CH:9]=[CH:8][CH:7]=1)[OH:12])([O-:24])=[O:23]. The yield is 0.310. (3) The reactants are Br[C:2]1[C:10]2[O:9][CH2:8][CH:7]([C:11]3[CH:16]=[CH:15][C:14]([CH:17]([CH3:19])[CH3:18])=[CH:13][CH:12]=3)[C:6]=2[C:5]([CH3:20])=[C:4]([NH:21][C:22](=[O:28])[CH2:23][C:24]([CH3:27])([CH3:26])[CH3:25])[C:3]=1[CH3:29].[N:30]1[CH:35]=[CH:34][CH:33]=[C:32](B(O)O)[CH:31]=1. No catalyst specified. The product is [CH:17]([C:14]1[CH:13]=[CH:12][C:11]([CH:7]2[C:6]3[C:5]([CH3:20])=[C:4]([NH:21][C:22](=[O:28])[CH2:23][C:24]([CH3:27])([CH3:26])[CH3:25])[C:3]([CH3:29])=[C:2]([C:32]4[CH:31]=[N:30][CH:35]=[CH:34][CH:33]=4)[C:10]=3[O:9][CH2:8]2)=[CH:16][CH:15]=1)([CH3:19])[CH3:18]. The yield is 0.320. (4) The reactants are [CH3:1][O:2][C:3](=[O:13])[CH2:4][C@@H:5]([CH2:9][CH:10]([CH3:12])[CH3:11])[C:6]([OH:8])=O.C1CCC(N=C=NC2CCCCC2)CC1.C1C=CC2N(O)N=NC=2C=1.[NH2:39][C@@H:40]([C:45]([CH3:48])([CH3:47])[CH3:46])[C:41]([NH:43][CH3:44])=[O:42]. The catalyst is ClCCl.C(OCC)(=O)C. The product is [CH3:46][C:45]([CH3:48])([CH3:47])[C@H:40]([NH:39][C:6]([C@H:5]([CH2:9][CH:10]([CH3:12])[CH3:11])[CH2:4][C:3]([O:2][CH3:1])=[O:13])=[O:8])[C:41]([NH:43][CH3:44])=[O:42]. The yield is 0.740.